Dataset: Catalyst prediction with 721,799 reactions and 888 catalyst types from USPTO. Task: Predict which catalyst facilitates the given reaction. (1) Reactant: [N+:1]([C:4]1[CH:5]=[C:6]([CH:8]=[CH:9][CH:10]=1)[NH2:7])([O-:3])=[O:2].[C:11]1([CH2:17][C:18](O)=[O:19])[CH:16]=[CH:15][CH:14]=[CH:13][CH:12]=1.ClCCl. Product: [N+:1]([C:4]1[CH:5]=[C:6]([NH:7][C:18](=[O:19])[CH2:17][C:11]2[CH:16]=[CH:15][CH:14]=[CH:13][CH:12]=2)[CH:8]=[CH:9][CH:10]=1)([O-:3])=[O:2]. The catalyst class is: 768. (2) Reactant: [NH2:1][C:2]1[CH:9]=[CH:8][C:7]([S:10]([C:13]2[CH:18]=[CH:17][CH:16]=[CH:15][CH:14]=2)(=[O:12])=[O:11])=[CH:6][C:3]=1[C:4]#[N:5].[N:19]([O-])=O.[Na+].Cl[Sn]Cl. Product: [C:13]1([S:10]([C:7]2[CH:6]=[C:3]3[C:2](=[CH:9][CH:8]=2)[NH:1][N:5]=[C:4]3[NH2:19])(=[O:12])=[O:11])[CH:14]=[CH:15][CH:16]=[CH:17][CH:18]=1. The catalyst class is: 126. (3) Reactant: [OH:1][CH:2]1[CH2:7][CH2:6][O:5][CH2:4][CH2:3]1.[H-].[Na+].[Br:10][C:11]1[CH:18]=[CH:17][C:14]([CH2:15]Br)=[CH:13][CH:12]=1.O. Product: [Br:10][C:11]1[CH:18]=[CH:17][C:14]([CH2:15][O:1][CH:2]2[CH2:7][CH2:6][O:5][CH2:4][CH2:3]2)=[CH:13][CH:12]=1. The catalyst class is: 9. (4) Reactant: [C:1]1([CH:7]2[C:16]3[C:11]4=[C:12]([CH:18]([C:21]5[CH:26]=[CH:25][CH:24]=[CH:23][CH:22]=5)[CH2:19][CH2:20][N:10]4[CH2:9][CH2:8]2)[CH:13]=[C:14]([NH2:17])[CH:15]=3)[CH:6]=[CH:5][CH:4]=[CH:3][CH:2]=1.[CH2:27]([N:29]=[C:30]=[O:31])[CH3:28]. Product: [C:21]1([CH:18]2[C:12]3[C:11]4=[C:16]([CH:7]([C:1]5[CH:2]=[CH:3][CH:4]=[CH:5][CH:6]=5)[CH2:8][CH2:9][N:10]4[CH2:20][CH2:19]2)[CH:15]=[C:14]([NH:17][C:30]([NH:29][CH2:27][CH3:28])=[O:31])[CH:13]=3)[CH:26]=[CH:25][CH:24]=[CH:23][CH:22]=1. The catalyst class is: 4. (5) Reactant: [C:1]([CH:5]1[CH2:14][C:13]2[C:8](=[CH:9][C:10]([Cl:21])=[C:11]([O:15][CH2:16][CH2:17][CH2:18][O:19][CH3:20])[CH:12]=2)[CH:7]=[N:6]1)([CH3:4])([CH3:3])[CH3:2].C(O[CH:25]=[C:26]([C:32](=[O:34])[CH3:33])[C:27]([O:29][CH2:30][CH3:31])=[O:28])C. Product: [C:1]([CH:5]1[N:6]2[CH:7]([CH2:33][C:32](=[O:34])[C:26]([C:27]([O:29][CH2:30][CH3:31])=[O:28])=[CH:25]2)[C:8]2[CH:9]=[C:10]([Cl:21])[C:11]([O:15][CH2:16][CH2:17][CH2:18][O:19][CH3:20])=[CH:12][C:13]=2[CH2:14]1)([CH3:4])([CH3:2])[CH3:3]. The catalyst class is: 8. (6) The catalyst class is: 5. Product: [CH3:1][CH:2]([CH3:6])[CH:3]([NH:5][C:10](=[O:11])[CH2:9][C:8](=[O:12])[CH3:7])[CH3:4]. Reactant: [CH3:1][CH:2]([CH3:6])[CH:3]([NH2:5])[CH3:4].[CH2:7]=[C:8]1[O:12][C:10](=[O:11])[CH2:9]1. (7) Reactant: [CH3:1][O:2][CH2:3][C@H:4]([CH3:39])[O:5][C:6]1[CH:7]=[C:8]([C:23]2[NH:27][C:26]([C:28]3[CH:38]=[CH:37][C:31]([C:32]([O:34]CC)=[O:33])=[CH:30][N:29]=3)=[CH:25][CH:24]=2)[CH:9]=[C:10]([O:12][C:13]2[CH:18]=[CH:17][C:16]([S:19]([CH3:22])(=[O:21])=[O:20])=[CH:15][CH:14]=2)[CH:11]=1.[OH-].[Na+].Cl.C(OCC)(=O)C. Product: [CH3:1][O:2][CH2:3][C@H:4]([CH3:39])[O:5][C:6]1[CH:7]=[C:8]([C:23]2[NH:27][C:26]([C:28]3[CH:38]=[CH:37][C:31]([C:32]([OH:34])=[O:33])=[CH:30][N:29]=3)=[CH:25][CH:24]=2)[CH:9]=[C:10]([O:12][C:13]2[CH:14]=[CH:15][C:16]([S:19]([CH3:22])(=[O:20])=[O:21])=[CH:17][CH:18]=2)[CH:11]=1. The catalyst class is: 8.